Dataset: Peptide-MHC class II binding affinity with 134,281 pairs from IEDB. Task: Regression. Given a peptide amino acid sequence and an MHC pseudo amino acid sequence, predict their binding affinity value. This is MHC class II binding data. (1) The peptide sequence is SHNVQGATVAVDCRP. The MHC is HLA-DQA10301-DQB10302 with pseudo-sequence HLA-DQA10301-DQB10302. The binding affinity (normalized) is 0.492. (2) The peptide sequence is AEHQAIIRDVLTASD. The MHC is DRB1_0301 with pseudo-sequence DRB1_0301. The binding affinity (normalized) is 0.468. (3) The peptide sequence is YDKFLANVSTILTGK. The MHC is DRB1_1302 with pseudo-sequence DRB1_1302. The binding affinity (normalized) is 0.987. (4) The peptide sequence is SMGDDHFWAVRGGGGESFGI. The MHC is DRB1_0405 with pseudo-sequence DRB1_0405. The binding affinity (normalized) is 0.421.